From a dataset of Full USPTO retrosynthesis dataset with 1.9M reactions from patents (1976-2016). Predict the reactants needed to synthesize the given product. (1) Given the product [OH:21][C:18]1[CH:19]=[CH:20][C:14]2[O:13][C:12]([C:9]3[CH:8]=[CH:7][C:6]([OH:5])=[CH:11][CH:10]=3)=[C:16]([C:30](=[O:32])[CH3:31])[C:15]=2[CH:17]=1, predict the reactants needed to synthesize it. The reactants are: CC(C)(C)C([O:5][C:6]1[CH:11]=[CH:10][C:9]([C:12]2[O:13][C:14]3[CH:20]=[CH:19][C:18]([O:21]C(=O)C(C)(C)C)=[CH:17][C:15]=3[CH:16]=2)=[CH:8][CH:7]=1)=O.[C:30](Cl)(=[O:32])[CH3:31].[Al+3].[Cl-].[Cl-].[Cl-].CCOC(C)=O. (2) Given the product [Cl:1][C:35]1[CH:34]=[CH:39][C:38]([I:40])=[CH:37][C:36]=1[C:41]1[N:50]=[CH:49][C:48]2[CH2:47][CH2:46][C:45]3[N:51]=[C:52]([NH:54][C:55](=[O:57])[CH3:56])[S:53][C:44]=3[C:43]=2[N:42]=1, predict the reactants needed to synthesize it. The reactants are: [Cl:1]C1C=C(C=C(I)C=1)C(N)=N.FC1C=CC(I)=CC=1C(N)=N.IC1C=C(C=CC=1)C(N)=N.Cl[C:34]1[CH:35]=[C:36]([C:41]2[N:50]=[CH:49][C:48]3[CH2:47][CH2:46][C:45]4[N:51]=[C:52]([NH:54][C:55](=[O:57])[CH3:56])[S:53][C:44]=4[C:43]=3[N:42]=2)[CH:37]=[C:38]([I:40])[CH:39]=1.FC1C=CC(I)=CC=1C1N=CC2CCC3N=C(NC(=O)C)SC=3C=2N=1.IC1C=C(C2N=CC3CCC4N=C(NC(=O)C)SC=4C=3N=2)C=CC=1. (3) Given the product [S:2]([C:1]1[CH:12]=[CH:11][C:10]([CH3:15])=[CH:9][CH:8]=1)([OH:5])(=[O:4])=[O:3].[CH3:6][O:7][C:8]1[CH:9]=[C:10]2[C:15](=[CH:16][CH:17]=1)[CH:14]=[C:13]([O:18][CH2:19][C:20]1([C:31]([O:33][CH2:34][CH3:35])=[O:32])[CH2:23][NH:22][CH2:21]1)[CH:12]=[CH:11]2, predict the reactants needed to synthesize it. The reactants are: [CH3:1][S:2]([OH:5])(=[O:4])=[O:3].[CH3:6][O:7][C:8]1[CH:9]=[C:10]2[C:15](=[CH:16][CH:17]=1)[CH:14]=[C:13]([O:18][CH2:19][C:20]1([C:31]([O:33][CH2:34][CH3:35])=[O:32])[CH2:23][N:22](C(OC(C)(C)C)=O)[CH2:21]1)[CH:12]=[CH:11]2. (4) Given the product [Cl:14][CH2:15][CH2:16][C:17]([N:11]1[CH2:12][CH2:13][N:8]([C:4]2[CH:5]=[CH:6][CH:7]=[C:2]([Cl:1])[CH:3]=2)[CH2:9][CH2:10]1)=[O:18], predict the reactants needed to synthesize it. The reactants are: [Cl:1][C:2]1[CH:3]=[C:4]([N:8]2[CH2:13][CH2:12][NH:11][CH2:10][CH2:9]2)[CH:5]=[CH:6][CH:7]=1.[Cl:14][CH2:15][CH2:16][C:17](Cl)=[O:18].C(=O)([O-])[O-].[K+].[K+].C1(C)C(C)=CC=CC=1. (5) Given the product [C:23]([C:27]1[N:28]=[C:29]([N:36]2[CH2:40][CH2:39][C@H:38]([OH:41])[CH2:37]2)[C:30]2[C:31](=[N:33][N:34]([CH2:49][C:50]3[C:54]([CH3:55])=[N:53][O:52][N:51]=3)[N:35]=2)[N:32]=1)([CH3:26])([CH3:24])[CH3:25], predict the reactants needed to synthesize it. The reactants are: C(C1N=C(N2CCC(F)(F)C2)C2C(=NN(CC)N=2)N=1)(C)(C)C.[C:23]([C:27]1[N:28]=[C:29]([N:36]2[CH2:40][CH2:39][C@H:38]([O:41]C(=O)C(F)(F)F)[CH2:37]2)[C:30]2[N:35]=[N:34][NH:33][C:31]=2[N:32]=1)([CH3:26])([CH3:25])[CH3:24].Br[CH2:49][C:50]1[C:54]([CH3:55])=[N:53][O:52][N:51]=1. (6) Given the product [CH3:1][C:2]1[N:3]=[C:4]([C:13]2[NH:17][N:16]=[CH:15][CH:14]=2)[C:5]2[CH2:11][CH:10]([CH3:12])[N:9]([C:27]([C:26]3[CH:30]=[CH:31][CH:32]=[C:33]([C:34]([F:35])([F:36])[F:37])[C:25]=3[F:24])=[O:28])[CH2:8][C:6]=2[N:7]=1, predict the reactants needed to synthesize it. The reactants are: [CH3:1][C:2]1[N:3]=[C:4]([C:13]2[N:17](C3CCCCO3)[N:16]=[CH:15][CH:14]=2)[C:5]2[CH2:11][CH:10]([CH3:12])[NH:9][CH2:8][C:6]=2[N:7]=1.[F:24][C:25]1[C:33]([C:34]([F:37])([F:36])[F:35])=[CH:32][CH:31]=[CH:30][C:26]=1[C:27](Cl)=[O:28].CCN(C(C)C)C(C)C.C(O)(C(F)(F)F)=O.C([SiH](CC)CC)C.